Task: Regression. Given two drug SMILES strings and cell line genomic features, predict the synergy score measuring deviation from expected non-interaction effect.. Dataset: NCI-60 drug combinations with 297,098 pairs across 59 cell lines (1) Drug 1: CN1CCC(CC1)COC2=C(C=C3C(=C2)N=CN=C3NC4=C(C=C(C=C4)Br)F)OC. Drug 2: CC(C1=C(C=CC(=C1Cl)F)Cl)OC2=C(N=CC(=C2)C3=CN(N=C3)C4CCNCC4)N. Cell line: LOX IMVI. Synergy scores: CSS=24.3, Synergy_ZIP=0.230, Synergy_Bliss=2.69, Synergy_Loewe=4.36, Synergy_HSA=5.24. (2) Drug 1: CS(=O)(=O)C1=CC(=C(C=C1)C(=O)NC2=CC(=C(C=C2)Cl)C3=CC=CC=N3)Cl. Drug 2: CC1C(C(CC(O1)OC2CC(CC3=C2C(=C4C(=C3O)C(=O)C5=C(C4=O)C(=CC=C5)OC)O)(C(=O)C)O)N)O.Cl. Cell line: K-562. Synergy scores: CSS=52.0, Synergy_ZIP=3.79, Synergy_Bliss=8.17, Synergy_Loewe=-9.71, Synergy_HSA=8.99. (3) Drug 1: CC1=C(C=C(C=C1)NC(=O)C2=CC=C(C=C2)CN3CCN(CC3)C)NC4=NC=CC(=N4)C5=CN=CC=C5. Drug 2: CC1=C2C(C(=O)C3(C(CC4C(C3C(C(C2(C)C)(CC1OC(=O)C(C(C5=CC=CC=C5)NC(=O)OC(C)(C)C)O)O)OC(=O)C6=CC=CC=C6)(CO4)OC(=O)C)O)C)O. Cell line: UACC-257. Synergy scores: CSS=12.6, Synergy_ZIP=5.53, Synergy_Bliss=7.84, Synergy_Loewe=0.392, Synergy_HSA=1.85. (4) Drug 1: CC12CCC3C(C1CCC2O)C(CC4=C3C=CC(=C4)O)CCCCCCCCCS(=O)CCCC(C(F)(F)F)(F)F. Drug 2: N.N.Cl[Pt+2]Cl. Cell line: HS 578T. Synergy scores: CSS=5.25, Synergy_ZIP=-2.43, Synergy_Bliss=0.569, Synergy_Loewe=-3.47, Synergy_HSA=-0.429. (5) Drug 1: CCC1(CC2CC(C3=C(CCN(C2)C1)C4=CC=CC=C4N3)(C5=C(C=C6C(=C5)C78CCN9C7C(C=CC9)(C(C(C8N6C=O)(C(=O)OC)O)OC(=O)C)CC)OC)C(=O)OC)O.OS(=O)(=O)O. Drug 2: CCC1=C2CN3C(=CC4=C(C3=O)COC(=O)C4(CC)O)C2=NC5=C1C=C(C=C5)O. Cell line: KM12. Synergy scores: CSS=27.6, Synergy_ZIP=-9.25, Synergy_Bliss=-5.37, Synergy_Loewe=-12.8, Synergy_HSA=-4.06. (6) Drug 1: C1CC(=O)NC(=O)C1N2CC3=C(C2=O)C=CC=C3N. Drug 2: CC1CCCC2(C(O2)CC(NC(=O)CC(C(C(=O)C(C1O)C)(C)C)O)C(=CC3=CSC(=N3)C)C)C. Cell line: RPMI-8226. Synergy scores: CSS=15.4, Synergy_ZIP=3.00, Synergy_Bliss=6.81, Synergy_Loewe=4.57, Synergy_HSA=4.57.